This data is from Forward reaction prediction with 1.9M reactions from USPTO patents (1976-2016). The task is: Predict the product of the given reaction. (1) Given the reactants [Br:1][C:2]1[CH:3]=[N:4][C:5]2[N:6]([N:8]=[C:9]([C:11]([OH:13])=O)[CH:10]=2)[CH:7]=1.[CH3:14][C:15]1[N:19]2[CH2:20][CH2:21][NH:22][CH2:23][C:18]2=[N:17][CH:16]=1, predict the reaction product. The product is: [Br:1][C:2]1[CH:3]=[N:4][C:5]2[N:6]([N:8]=[C:9]([C:11]([N:22]3[CH2:21][CH2:20][N:19]4[C:15]([CH3:14])=[CH:16][N:17]=[C:18]4[CH2:23]3)=[O:13])[CH:10]=2)[CH:7]=1. (2) Given the reactants [F:1][C:2]1[CH:3]=[C:4]([CH:7]=[C:8]([F:14])[C:9]=1[O:10][CH2:11][C:12]#[CH:13])[CH:5]=[O:6].ClC1C=CC=C(C(OO)=[O:23])C=1.S([O-])([O-])=O.[Na+].[Na+], predict the reaction product. The product is: [F:1][C:2]1[CH:3]=[C:4]([CH:7]=[C:8]([F:14])[C:9]=1[O:10][CH2:11][C:12]#[CH:13])[C:5]([OH:23])=[O:6]. (3) Given the reactants [C:1]([C:3]1[C:11]2[C:6](=[CH:7][C:8]([C:12](Cl)=[O:13])=[CH:9][CH:10]=2)[N:5]([CH2:15][CH3:16])[CH:4]=1)#[N:2].[NH2:17][C:18]1[CH:23]=[CH:22][CH:21]=[CH:20][CH:19]=1.CCOC(C)=O.C(Cl)Cl, predict the reaction product. The product is: [C:18]1([NH:17][C:12]([C:8]2[CH:7]=[C:6]3[C:11]([C:3]([C:1]#[N:2])=[CH:4][N:5]3[CH2:15][CH3:16])=[CH:10][CH:9]=2)=[O:13])[CH:23]=[CH:22][CH:21]=[CH:20][CH:19]=1. (4) Given the reactants [CH3:1][N:2]1[C:9](=[O:10])[CH2:8][CH2:7][C@H:3]1[C:4]([OH:6])=O.ON1C2C=CC=CC=2N=N1.[Cl:21][C:22]1[CH:27]=[C:26]([Cl:28])[CH:25]=[CH:24][C:23]=1[CH2:29][NH2:30].C(NC(C)C)(C)C.CN(C(ON1N=NC2C=CC=NC1=2)=[N+](C)C)C.F[P-](F)(F)(F)(F)F, predict the reaction product. The product is: [Cl:21][C:22]1[CH:27]=[C:26]([Cl:28])[CH:25]=[CH:24][C:23]=1[CH2:29][NH:30][C:4](=[O:6])[C@@H:3]1[CH2:7][CH2:8][C:9](=[O:10])[N:2]1[CH3:1]. (5) Given the reactants C[O:2][C:3]([C:5]12[CH2:10][C:9]1([C:11](=[O:28])[NH:12][C:13]1[S:17][C:16]3[CH2:18][CH2:19][CH2:20][CH2:21][C:15]=3[C:14]=1[C:22]1[O:26][N:25]=[C:24]([CH3:27])[N:23]=1)[CH2:8][CH2:7][CH2:6]2)=[O:4].O.Cl.CCOC(C)=O, predict the reaction product. The product is: [CH3:27][C:24]1[N:23]=[C:22]([C:14]2[C:15]3[CH2:21][CH2:20][CH2:19][CH2:18][C:16]=3[S:17][C:13]=2[NH:12][C:11]([C:9]23[CH2:10][C:5]2([C:3]([OH:4])=[O:2])[CH2:6][CH2:7][CH2:8]3)=[O:28])[O:26][N:25]=1. (6) Given the reactants C([O:4][C:5]1[CH:10]=[C:9]([C:11]#[N:12])[C:8](Br)=[C:7]([C:14]#[N:15])[C:6]=1[O:16]C(=O)C)(=O)C.CC1(C)C(C)(C)OB([C:28]2[CH:33]=[CH:32][C:31]([CH3:34])=[CH:30][CH:29]=2)O1, predict the reaction product. The product is: [OH:16][C:6]1[C:5]([OH:4])=[CH:10][C:9]([C:11]#[N:12])=[C:8]([C:28]2[CH:33]=[CH:32][C:31]([CH3:34])=[CH:30][CH:29]=2)[C:7]=1[C:14]#[N:15].